From a dataset of Full USPTO retrosynthesis dataset with 1.9M reactions from patents (1976-2016). Predict the reactants needed to synthesize the given product. (1) Given the product [O:1]1[CH2:2][CH2:3][CH:4]([O:7][C:8]2[N:13]=[CH:12][C:11]([C:14]([OH:16])=[O:15])=[CH:10][CH:9]=2)[CH2:5][CH2:6]1, predict the reactants needed to synthesize it. The reactants are: [O:1]1[CH2:6][CH2:5][CH:4]([O:7][C:8]2[N:13]=[CH:12][C:11]([C:14]([O:16]CC)=[O:15])=[CH:10][CH:9]=2)[CH2:3][CH2:2]1.[OH-].[Na+]. (2) Given the product [NH2:25][C:23](=[O:24])[C@H:22]([NH:21][C:6]1[N:7]=[C:8]([NH:9][C:10]2[CH:11]=[C:12]3[C:17](=[CH:18][CH:19]=2)[NH:16][C:15](=[O:20])[CH2:14][CH2:13]3)[C:3]([C:1]([NH2:2])=[O:34])=[N:4][CH:5]=1)[CH2:26][CH3:27], predict the reactants needed to synthesize it. The reactants are: [C:1]([C:3]1[N:4]=[CH:5][C:6]([NH:21][C@H:22]([CH2:26][CH3:27])[C:23]([NH2:25])=[O:24])=[N:7][C:8]=1[NH:9][C:10]1[CH:11]=[C:12]2[C:17](=[CH:18][CH:19]=1)[NH:16][C:15](=[O:20])[CH2:14][CH2:13]2)#[N:2].[OH-].[Na+].OO.CC(O)=[O:34]. (3) Given the product [Cl:1][C:2]1[CH:3]=[CH:4][C:5]([C:23]#[N:24])=[C:6]([C:8]2[C:13]([O:14][CH3:15])=[CH:12][N:11]([CH:16]([CH2:20][CH3:21])[C:17]([NH:34][C:33]3[CH:32]=[CH:31][C:30]([C:27]4[N:28]=[CH:29][O:25][N:26]=4)=[CH:36][CH:35]=3)=[O:18])[C:10](=[O:22])[CH:9]=2)[CH:7]=1, predict the reactants needed to synthesize it. The reactants are: [Cl:1][C:2]1[CH:3]=[CH:4][C:5]([C:23]#[N:24])=[C:6]([C:8]2[C:13]([O:14][CH3:15])=[CH:12][N:11]([CH:16]([CH2:20][CH3:21])[C:17](O)=[O:18])[C:10](=[O:22])[CH:9]=2)[CH:7]=1.[O:25]1[CH:29]=[N:28][C:27]([C:30]2[CH:36]=[CH:35][C:33]([NH2:34])=[CH:32][CH:31]=2)=[N:26]1. (4) Given the product [CH2:1]([O:3][C:4](=[O:25])[C:5]1[CH:10]=[C:9]([N:11]2[C:15]([CH3:16])=[CH:14][CH:13]=[C:12]2[C:17]2[CH:22]=[C:21]([Br:23])[CH:20]=[CH:19][C:18]=2[O:24][CH2:30][C:29]2[CH:32]=[CH:33][C:34]([Cl:35])=[C:27]([Cl:26])[CH:28]=2)[CH:8]=[N:7][CH:6]=1)[CH3:2], predict the reactants needed to synthesize it. The reactants are: [CH2:1]([O:3][C:4](=[O:25])[C:5]1[CH:10]=[C:9]([N:11]2[C:15]([CH3:16])=[CH:14][CH:13]=[C:12]2[C:17]2[CH:22]=[C:21]([Br:23])[CH:20]=[CH:19][C:18]=2[OH:24])[CH:8]=[N:7][CH:6]=1)[CH3:2].[Cl:26][C:27]1[CH:28]=[C:29]([CH:32]=[CH:33][C:34]=1[Cl:35])[CH2:30]Br.C(=O)([O-])[O-].[K+].[K+].